This data is from Forward reaction prediction with 1.9M reactions from USPTO patents (1976-2016). The task is: Predict the product of the given reaction. (1) Given the reactants [N:1]1([CH2:10][CH2:11][O:12][C:13]2[CH:28]=[CH:27][C:16]([CH2:17][CH:18]([C:23]([O:25]C)=[O:24])[C:19]([O:21]C)=[O:20])=[CH:15][CH:14]=2)[C:5]2=[N:6][CH:7]=[CH:8][CH:9]=[C:4]2[CH:3]=[CH:2]1.C1COCC1.O.[OH-].[Na+], predict the reaction product. The product is: [N:1]1([CH2:10][CH2:11][O:12][C:13]2[CH:28]=[CH:27][C:16]([CH2:17][CH:18]([C:23]([OH:25])=[O:24])[C:19]([OH:21])=[O:20])=[CH:15][CH:14]=2)[C:5]2=[N:6][CH:7]=[CH:8][CH:9]=[C:4]2[CH:3]=[CH:2]1. (2) The product is: [N:1]1([NH:7][C:8]([C:10]2[CH:25]=[CH:24][C:13]3[S:14][C:15]4[CH:23]=[CH:22][CH:21]=[CH:20][C:16]=4[C:17]([C:31]4[CH:32]=[CH:33][C:28]([Cl:27])=[CH:29][CH:30]=4)=[N:18][C:12]=3[CH:11]=2)=[O:9])[CH2:6][CH2:5][CH2:4][CH2:3][CH2:2]1. Given the reactants [N:1]1([NH:7][C:8]([C:10]2[CH:25]=[CH:24][C:13]3[S:14][C:15]4[CH:23]=[CH:22][CH:21]=[CH:20][C:16]=4[C:17](Cl)=[N:18][C:12]=3[CH:11]=2)=[O:9])[CH2:6][CH2:5][CH2:4][CH2:3][CH2:2]1.[I-].[Cl:27][C:28]1[CH:33]=[CH:32][C:31]([Zn+])=[CH:30][CH:29]=1, predict the reaction product. (3) Given the reactants C([O:3][C:4](=[O:16])[C:5]1[CH:10]=[CH:9][CH:8]=[C:7]([C:11]([C:14]#[N:15])([CH3:13])[CH3:12])[CH:6]=1)C.[OH-].[Na+].Cl, predict the reaction product. The product is: [C:14]([C:11]([C:7]1[CH:6]=[C:5]([CH:10]=[CH:9][CH:8]=1)[C:4]([OH:16])=[O:3])([CH3:13])[CH3:12])#[N:15]. (4) Given the reactants N1C2C(=CC=CC=2)C(=O)C1=O.[Cl:12][C:13]1[CH:21]=[CH:20][CH:19]=[C:18]2[C:14]=1[C:15](=[O:23])[C:16](=[O:22])[NH:17]2.BrCCC1CC1.Br[CH2:31][C:32]([O:34][CH2:35][CH3:36])=[O:33], predict the reaction product. The product is: [CH2:35]([O:34][C:32](=[O:33])[CH2:31][N:17]1[C:18]2[C:14](=[C:13]([Cl:12])[CH:21]=[CH:20][CH:19]=2)[C:15](=[O:23])[C:16]1=[O:22])[CH3:36].